From a dataset of Forward reaction prediction with 1.9M reactions from USPTO patents (1976-2016). Predict the product of the given reaction. Given the reactants [F:1][C:2]1[CH:18]=[CH:17][CH:16]=[C:15]([F:19])[C:3]=1[C:4]([NH:6][C:7]1[C:8]([C:12]([OH:14])=[O:13])=[N:9][NH:10][CH:11]=1)=[O:5].FC1C=C(OC)C=C(F)C=1[C:23](O)=[O:24], predict the reaction product. The product is: [F:19][C:15]1[CH:16]=[C:17]([O:24][CH3:23])[CH:18]=[C:2]([F:1])[C:3]=1[C:4]([NH:6][C:7]1[C:8]([C:12]([OH:14])=[O:13])=[N:9][NH:10][CH:11]=1)=[O:5].